Dataset: Forward reaction prediction with 1.9M reactions from USPTO patents (1976-2016). Task: Predict the product of the given reaction. (1) Given the reactants [Cl:1][C:2]1[N:10]=[C:9]2[C:5]([N:6]=[C:7]([CH:17]=O)[N:8]2[CH:11]2[CH2:16][CH2:15][CH2:14][CH2:13][O:12]2)=[C:4]([N:19]2[CH2:24][CH2:23][O:22][CH2:21][CH2:20]2)[N:3]=1.[NH:25]1[CH2:28][CH:27]([N:29]2[CH2:34][CH2:33][NH:32][C:31](=[O:35])[CH2:30]2)[CH2:26]1.C(O[BH-](OC(=O)C)OC(=O)C)(=O)C.[Na+], predict the reaction product. The product is: [Cl:1][C:2]1[N:10]=[C:9]2[C:5]([N:6]=[C:7]([CH2:17][N:25]3[CH2:26][CH:27]([N:29]4[CH2:34][CH2:33][NH:32][C:31](=[O:35])[CH2:30]4)[CH2:28]3)[N:8]2[CH:11]2[CH2:16][CH2:15][CH2:14][CH2:13][O:12]2)=[C:4]([N:19]2[CH2:20][CH2:21][O:22][CH2:23][CH2:24]2)[N:3]=1. (2) Given the reactants [C:1](#[N:5])[CH:2]([CH3:4])[OH:3].[ClH:6].[CH2:7]([O:9]CC)[CH3:8], predict the reaction product. The product is: [ClH:6].[CH2:7]([O:9][C:1](=[NH:5])[CH:2]([OH:3])[CH3:4])[CH3:8]. (3) Given the reactants [Cl:1][C:2]1[CH:3]=[C:4]([CH:8]=[CH:9][C:10]=1[O:11][CH:12]([CH3:14])[CH3:13])[C:5]([OH:7])=O.C1C=CC2N(O)N=NC=2C=1.C(Cl)CCl.O[NH:30][C:31](=[NH:50])[C:32]1[CH:49]=[CH:48][C:35]2[CH2:36][CH2:37][N:38]([C:41]([O:43][C:44]([CH3:47])([CH3:46])[CH3:45])=[O:42])[CH2:39][CH2:40][C:34]=2[CH:33]=1, predict the reaction product. The product is: [Cl:1][C:2]1[CH:3]=[C:4]([C:5]2[O:7][N:30]=[C:31]([C:32]3[CH:49]=[CH:48][C:35]4[CH2:36][CH2:37][N:38]([C:41]([O:43][C:44]([CH3:45])([CH3:46])[CH3:47])=[O:42])[CH2:39][CH2:40][C:34]=4[CH:33]=3)[N:50]=2)[CH:8]=[CH:9][C:10]=1[O:11][CH:12]([CH3:14])[CH3:13]. (4) Given the reactants C1([C@H](NCC2C=CC=C(C(C)(C)C)C=2O)[C@@H](NCC2C=CC=C(C(C)(C)C)C=2[OH:27])C2C=CC=CC=2)C=CC=CC=1.[Cl:41][C:42]1[CH:43]=[C:44]2[C:48](=[CH:49][CH:50]=1)[C:47](=[O:51])[CH:46]([C:52]([O:54][CH3:55])=[O:53])[CH2:45]2.C(OO)(C)(C)C, predict the reaction product. The product is: [Cl:41][C:42]1[CH:43]=[C:44]2[C:48](=[CH:49][CH:50]=1)[C:47](=[O:51])[C:46]([OH:27])([C:52]([O:54][CH3:55])=[O:53])[CH2:45]2. (5) Given the reactants [Br:1][C:2]1[CH:3]=[C:4]2[C:9](=[CH:10][CH:11]=1)[N:8]=[CH:7][C:6]([C:12]([CH:14]1[CH2:16][CH2:15]1)=[O:13])=[C:5]2Cl.[CH2:18]([N:20]([CH2:28][CH3:29])[CH:21]1[CH2:26][CH2:25][CH:24]([NH2:27])[CH2:23][CH2:22]1)[CH3:19], predict the reaction product. The product is: [Br:1][C:2]1[CH:3]=[C:4]2[C:9](=[CH:10][CH:11]=1)[N:8]=[CH:7][C:6]([C:12]([CH:14]1[CH2:16][CH2:15]1)=[O:13])=[C:5]2[NH:27][CH:24]1[CH2:23][CH2:22][CH:21]([N:20]([CH2:28][CH3:29])[CH2:18][CH3:19])[CH2:26][CH2:25]1.